Dataset: Full USPTO retrosynthesis dataset with 1.9M reactions from patents (1976-2016). Task: Predict the reactants needed to synthesize the given product. Given the product [CH3:1][N:2]1[CH2:6][CH2:5][CH:4]([C:17]([O:19][CH3:20])=[O:18])[C:3]1=[O:7], predict the reactants needed to synthesize it. The reactants are: [CH3:1][N:2]1[CH2:6][CH2:5][CH2:4][C:3]1=[O:7].[Li+].CC([N-]C(C)C)C.Cl[C:17]([O:19][CH3:20])=[O:18].